From a dataset of Catalyst prediction with 721,799 reactions and 888 catalyst types from USPTO. Predict which catalyst facilitates the given reaction. (1) Reactant: [N+:1]([N:3]=P(C1C=CC=CC=1)(C1C=CC=CC=1)C1C=CC=CC=1)#[C-:2].[C:23]1([CH2:33][C:34]([NH:36][C:37]2[CH:41]=[CH:40][S:39][C:38]=2[C:42]([OH:44])=O)=[O:35])[C:32]2[C:27](=[CH:28][CH:29]=[CH:30][CH:31]=2)[CH:26]=[CH:25][CH:24]=1. Product: [O:44]1[CH:2]=[N:1][N:3]=[C:42]1[C:38]1[S:39][CH:40]=[CH:41][C:37]=1[NH:36][C:34](=[O:35])[CH2:33][C:23]1[C:32]2[C:27](=[CH:28][CH:29]=[CH:30][CH:31]=2)[CH:26]=[CH:25][CH:24]=1. The catalyst class is: 2. (2) Product: [CH3:25][O:26][C:27]1[CH:28]=[C:29]([CH:32]=[CH:33][C:34]=1[O:35][CH3:36])[CH2:30][NH:31][C:5]1[C:4]([F:16])=[C:3]([S:17]([NH2:20])(=[O:19])=[O:18])[C:2]([F:1])=[C:7]([NH:31][CH2:30][C:29]2[CH:32]=[CH:33][C:34]([O:35][CH3:36])=[C:27]([O:26][CH3:25])[CH:28]=2)[C:6]=1[S:9]([CH2:12][CH2:13][OH:14])(=[O:11])=[O:10]. The catalyst class is: 6. Reactant: [F:1][C:2]1[C:7](F)=[C:6]([S:9]([CH2:12][CH2:13][OH:14])(=[O:11])=[O:10])[C:5](F)=[C:4]([F:16])[C:3]=1[S:17]([NH2:20])(=[O:19])=[O:18].CS(C)=O.[CH3:25][O:26][C:27]1[CH:28]=[C:29]([CH:32]=[CH:33][C:34]=1[O:35][CH3:36])[CH2:30][NH2:31].